This data is from Full USPTO retrosynthesis dataset with 1.9M reactions from patents (1976-2016). The task is: Predict the reactants needed to synthesize the given product. Given the product [Cl:11][C:9]1[N:10]=[C:3]2[C:2]([NH:12][C:13]3[CH:25]=[CH:24][CH:23]=[CH:22][C:14]=3[CH2:15][N:16]([CH3:21])[S:17]([CH3:20])(=[O:19])=[O:18])=[CH:7][CH:6]=[CH:5][N:4]2[N:8]=1, predict the reactants needed to synthesize it. The reactants are: Br[C:2]1[C:3]2[N:4]([N:8]=[C:9]([Cl:11])[N:10]=2)[CH:5]=[CH:6][CH:7]=1.[NH2:12][C:13]1[CH:25]=[CH:24][CH:23]=[CH:22][C:14]=1[CH2:15][N:16]([CH3:21])[S:17]([CH3:20])(=[O:19])=[O:18].